This data is from Catalyst prediction with 721,799 reactions and 888 catalyst types from USPTO. The task is: Predict which catalyst facilitates the given reaction. (1) Reactant: [Br:1][C:2]1[CH:10]=[CH:9][C:8]([I:11])=[CH:7][C:3]=1[C:4]([OH:6])=O.C(Cl)(=O)C(Cl)=O.[O:18]1[C:27]2[C:22](=[CH:23][CH:24]=[CH:25][CH:26]=2)[CH2:21][CH2:20][CH2:19]1.[Cl-].[Al+3].[Cl-].[Cl-]. Product: [Br:1][C:2]1[CH:10]=[CH:9][C:8]([I:11])=[CH:7][C:3]=1[C:4]([C:24]1[CH:23]=[C:22]2[C:27](=[CH:26][CH:25]=1)[O:18][CH2:19][CH2:20][CH2:21]2)=[O:6]. The catalyst class is: 59. (2) Reactant: [C:1]1([CH3:24])[CH:6]=[C:5]([CH3:7])[CH:4]=[C:3]([CH3:8])[C:2]=1[N:9]1[CH:13]=[CH:12][C:11]([C:14](OCC)=[O:15])=[C:10]1[C:19](OCC)=[O:20].O.[NH2:26][NH2:27].Cl. Product: [C:1]1([CH3:24])[CH:6]=[C:5]([CH3:7])[CH:4]=[C:3]([CH3:8])[C:2]=1[N:9]1[C:10]2[C:19](=[O:20])[NH:26][NH:27][C:14](=[O:15])[C:11]=2[CH:12]=[CH:13]1. The catalyst class is: 8. (3) The catalyst class is: 93. Reactant: Br[C:2]1[CH:3]=[C:4]([CH:8]2[O:12][CH2:11][CH2:10][O:9]2)[CH:5]=[CH:6][CH:7]=1.[CH:13]1(B(O)O)[CH2:15][CH2:14]1.P([O-])([O-])([O-])=O.[K+].[K+].[K+].C1(P(C2CCCCC2)C2CCCCC2)CCCCC1. Product: [CH:13]1([C:2]2[CH:3]=[C:4]([CH:8]3[O:12][CH2:11][CH2:10][O:9]3)[CH:5]=[CH:6][CH:7]=2)[CH2:15][CH2:14]1. (4) Reactant: [NH2:1][C:2]([CH:4]1[CH2:9][CH2:8][CH2:7][N:6]([C:10]2[N:11]=[C:12]3[CH:29]=[C:28]([C:30]([NH:32][C:33]4[S:34][CH:35]=[C:36]([C:38]([CH3:41])([CH3:40])[CH3:39])[N:37]=4)=[O:31])[CH:27]=[CH:26][N:13]3[C:14](=[O:25])[C:15]=2/[CH:16]=[CH:17]/[C:18]([O:20]C(C)(C)C)=[O:19])[CH2:5]1)=[O:3]. Product: [NH2:1][C:2]([CH:4]1[CH2:9][CH2:8][CH2:7][N:6]([C:10]2[N:11]=[C:12]3[CH:29]=[C:28]([C:30]([NH:32][C:33]4[S:34][CH:35]=[C:36]([C:38]([CH3:41])([CH3:40])[CH3:39])[N:37]=4)=[O:31])[CH:27]=[CH:26][N:13]3[C:14](=[O:25])[C:15]=2/[CH:16]=[CH:17]/[C:18]([OH:20])=[O:19])[CH2:5]1)=[O:3]. The catalyst class is: 33.